This data is from CYP3A4 substrate classification data from Carbon-Mangels et al.. The task is: Regression/Classification. Given a drug SMILES string, predict its absorption, distribution, metabolism, or excretion properties. Task type varies by dataset: regression for continuous measurements (e.g., permeability, clearance, half-life) or binary classification for categorical outcomes (e.g., BBB penetration, CYP inhibition). Dataset: cyp3a4_substrate_carbonmangels. (1) The compound is CCOC(=O)C1(c2ccccc2)CCN(C)CC1. The result is 0 (non-substrate). (2) The drug is CN1C(=O)OC(C)(C)C1=O. The result is 1 (substrate). (3) The compound is CCC(=O)N(c1ccccc1)C1CCN(CCc2ccccc2)CC1. The result is 1 (substrate). (4) The drug is O=C1CN=C(c2ccccc2Cl)c2cc([N+](=O)[O-])ccc2N1. The result is 1 (substrate). (5) The molecule is CC(C)(Oc1ccc(Cl)cc1)C(=O)O. The result is 1 (substrate). (6) The molecule is Cc1[nH]cnc1CN1CCc2c(c3ccccc3n2C)C1=O. The result is 1 (substrate).